Dataset: Catalyst prediction with 721,799 reactions and 888 catalyst types from USPTO. Task: Predict which catalyst facilitates the given reaction. (1) The catalyst class is: 53. Product: [Br:15][CH2:1][C:2]1[CH:11]=[CH:10][C:9]([N+:12]([O-:14])=[O:13])=[CH:8][C:3]=1[C:4]([O:6][CH3:7])=[O:5]. Reactant: [CH3:1][C:2]1[CH:11]=[CH:10][C:9]([N+:12]([O-:14])=[O:13])=[CH:8][C:3]=1[C:4]([O:6][CH3:7])=[O:5].[Br:15]N1C(=O)CCC1=O.N(C(C)(C)C#N)=NC(C)(C)C#N. (2) Reactant: [CH3:1][O:2][C:3](=[O:12])[C:4]1[CH:9]=[CH:8][C:7]([OH:10])=[CH:6][C:5]=1[OH:11].Cl.Cl[CH2:15][C:16]1[CH:17]=[N:18][CH:19]=[CH:20][CH:21]=1.C(=O)([O-])[O-].[K+].[K+].N1CCCCC1. Product: [CH3:1][O:2][C:3](=[O:12])[C:4]1[CH:9]=[CH:8][C:7]([O:10][CH2:15][C:16]2[CH:17]=[N:18][CH:19]=[CH:20][CH:21]=2)=[CH:6][C:5]=1[OH:11]. The catalyst class is: 95. (3) Reactant: [CH3:1][O:2][C:3]1[CH:4]=[CH:5][C:6](C=O)=[CH:7][CH:8]=1.CO[CH:13]([O:16][CH3:17])[O:14][CH3:15].Cl.[OH-].[K+]. Product: [CH3:17][O:16][CH:13]([O:14][CH3:15])[C:6]1[CH:5]=[CH:4][C:3]([O:2][CH3:1])=[CH:8][CH:7]=1. The catalyst class is: 5. (4) The catalyst class is: 145. Reactant: [O:1]1[CH:5]=[CH:4][CH:3]=[C:2]1[C:6]1[O:7][C:8]([CH3:37])=[C:9]([CH2:11][O:12][C:13]2[CH:34]=[CH:33][C:16]([CH2:17][O:18][C:19]3[C:24]([CH:25]=O)=[CH:23][N:22]=[C:21]([C:27]4[CH:32]=[CH:31][CH:30]=[CH:29][CH:28]=4)[N:20]=3)=[CH:15][C:14]=2[O:35][CH3:36])[N:10]=1.[CH2:38](P(=O)(OCC)OCC)[P:39](=[O:46])([O:43][CH2:44][CH3:45])[O:40][CH2:41][CH3:42].[H-].[Na+].Cl. Product: [O:1]1[CH:5]=[CH:4][CH:3]=[C:2]1[C:6]1[O:7][C:8]([CH3:37])=[C:9]([CH2:11][O:12][C:13]2[CH:34]=[CH:33][C:16]([CH2:17][O:18][C:19]3[C:24](/[CH:25]=[CH:38]\[P:39](=[O:46])([O:43][CH2:44][CH3:45])[O:40][CH2:41][CH3:42])=[CH:23][N:22]=[C:21]([C:27]4[CH:28]=[CH:29][CH:30]=[CH:31][CH:32]=4)[N:20]=3)=[CH:15][C:14]=2[O:35][CH3:36])[N:10]=1. (5) Reactant: [CH3:1][C:2]1[S:3][C:4]([C:8]2[CH:13]=[CH:12][N:11]=[C:10](SC)[N:9]=2)=[C:5]([CH3:7])[N:6]=1.O[O:17][S:18]([O-:20])=O.[K+].[C:22]([O-])(O)=O.[Na+]. Product: [CH3:1][C:2]1[S:3][C:4]([C:8]2[CH:13]=[CH:12][N:11]=[C:10]([S:18]([CH3:22])(=[O:20])=[O:17])[N:9]=2)=[C:5]([CH3:7])[N:6]=1. The catalyst class is: 5. (6) Reactant: B(F)(F)F.CCOCC.ClCCl.C[SiH](C)C.[CH2:17]([C@H:24]1[CH2:28][O:27][C:26](=[O:29])[N:25]1[C:30](=[O:60])[C@@H:31]([O:57][CH2:58][CH3:59])[C@@H:32]([C:34]1[CH:39]=[CH:38][C:37]([C:40]2[CH:45]=[CH:44][CH:43]=[C:42]([CH2:46][N:47]([CH3:56])[C:48](=[O:55])[C:49]3[CH:54]=[CH:53][CH:52]=[CH:51][CH:50]=3)[CH:41]=2)=[CH:36][CH:35]=1)O)[C:18]1[CH:23]=[CH:22][CH:21]=[CH:20][CH:19]=1. Product: [CH2:17]([C@H:24]1[CH2:28][O:27][C:26](=[O:29])[N:25]1[C:30](=[O:60])[C@@H:31]([O:57][CH2:58][CH3:59])[CH2:32][C:34]1[CH:39]=[CH:38][C:37]([C:40]2[CH:45]=[CH:44][CH:43]=[C:42]([CH2:46][N:47]([CH3:56])[C:48](=[O:55])[C:49]3[CH:54]=[CH:53][CH:52]=[CH:51][CH:50]=3)[CH:41]=2)=[CH:36][CH:35]=1)[C:18]1[CH:23]=[CH:22][CH:21]=[CH:20][CH:19]=1. The catalyst class is: 6. (7) Reactant: Cl.[NH2:2][OH:3].C[O-].[Na+].C1COCC1.[Cl:12][C:13]1[CH:14]=[C:15]2[C:19](=[CH:20][CH:21]=1)[NH:18][C:17]([C:22]([NH:24][CH:25]1[CH2:34][C:33]3[C:28](=[CH:29][CH:30]=[CH:31][CH:32]=3)[N:27]([CH2:35][C:36]#[N:37])[C:26]1=[O:38])=[O:23])=[CH:16]2. Product: [NH2:37]/[C:36](=[N:2]\[OH:3])/[CH2:35][N:27]1[C:28]2[C:33](=[CH:32][CH:31]=[CH:30][CH:29]=2)[CH2:34][CH:25]([NH:24][C:22]([C:17]2[NH:18][C:19]3[C:15]([CH:16]=2)=[CH:14][C:13]([Cl:12])=[CH:21][CH:20]=3)=[O:23])[C:26]1=[O:38]. The catalyst class is: 5.